This data is from Forward reaction prediction with 1.9M reactions from USPTO patents (1976-2016). The task is: Predict the product of the given reaction. (1) The product is: [CH3:1][C:2]1[O:6][N:5]=[C:4]([C:7]2[C:9]3[CH2:15][CH2:14][CH2:13][C:12]4[CH:16]=[C:17]([N:20]5[CH2:24][C@H:23]([CH2:25][NH:26][C:27](=[O:29])[CH3:28])[O:22][C:21]5=[O:30])[CH:18]=[CH:19][C:11]=4[C:10]=3[NH:34][N:33]=2)[CH:3]=1. Given the reactants [CH3:1][C:2]1[O:6][N:5]=[C:4]([C:7]([CH:9]2[CH2:15][CH2:14][CH2:13][C:12]3[CH:16]=[C:17]([N:20]4[CH2:24][C@H:23]([CH2:25][NH:26][C:27](=[O:29])[CH3:28])[O:22][C:21]4=[O:30])[CH:18]=[CH:19][C:11]=3[C:10]2=O)=O)[CH:3]=1.O.[NH2:33][NH2:34], predict the reaction product. (2) Given the reactants C1(N2C(=O)C3SC=[C:16]([C:17]4[CH:22]=[CH:21][CH:20]=[CH:19]C=4)[C:10]=3[N:9]=[CH:8]2)C=CC=CC=1.[NH2:23][C:24]1[C:28]([C:29]2[CH:34]=[CH:33][CH:32]=[CH:31][C:30]=2[CH3:35])=[CH:27][S:26][C:25]=1[C:36]([O:38]C)=O.C(OCC)(OCC)OCC.C1(N)CCCCCC1, predict the reaction product. The product is: [CH:10]1([N:9]2[C:36](=[O:38])[C:25]3[S:26][CH:27]=[C:28]([C:29]4[CH:34]=[CH:33][CH:32]=[CH:31][C:30]=4[CH3:35])[C:24]=3[N:23]=[CH:8]2)[CH2:16][CH2:17][CH2:22][CH2:21][CH2:20][CH2:19]1. (3) Given the reactants O[C:2]1[CH:11]=[CH:10][CH:9]=[C:8]2[C:3]=1[C:4](=[O:19])[C:5]([C:13]1[CH:18]=CC=C[CH:14]=1)=[C:6](O)[O:7]2.Cl[CH2:21][C:22]([NH:24][C:25]1[CH:30]=[CH:29][CH:28]=[C:27]([C:31]([F:34])([F:33])[F:32])[CH:26]=1)=[O:23].[OH-:35].[K+].[CH3:37][C:38]([CH3:40])=[O:39], predict the reaction product. The product is: [OH:39][C:38]1[CH:40]=[CH:18][C:13]([C:5]2[C:4](=[O:19])[C:3]3[C:8](=[CH:9][C:10]([O:35][CH2:21][C:22]([NH:24][C:25]4[CH:30]=[CH:29][CH:28]=[C:27]([C:31]([F:34])([F:33])[F:32])[CH:26]=4)=[O:23])=[CH:11][CH:2]=3)[O:7][CH:6]=2)=[CH:14][CH:37]=1. (4) Given the reactants [CH2:1]([N:7]1[CH2:12][CH2:11][C:10]([CH3:27])([C:13]2[CH:18]=[CH:17][CH:16]=[C:15](OS(C(F)(F)F)(=O)=O)[CH:14]=2)[CH:9]([CH3:28])[CH2:8]1)[CH2:2][CH2:3][CH2:4][CH2:5][CH3:6].[C-:29]#[N:30].[K+], predict the reaction product. The product is: [NH3:7].[CH2:1]([N:7]1[CH2:12][CH2:11][C:10]([CH3:27])([C:13]2[CH:18]=[CH:17][CH:16]=[C:15]([C:29]#[N:30])[CH:14]=2)[CH:9]([CH3:28])[CH2:8]1)[CH2:2][CH2:3][CH2:4][CH2:5][CH3:6]. (5) Given the reactants [CH3:1][O:2][C:3]1[CH:8]=[CH:7][CH:6]=[CH:5][C:4]=1[CH2:9][C:10]([OH:12])=O.[N:13]1C=CC=CC=1.C(OC(OC(C)(C)C)=O)(OC(C)(C)C)=O.C(=O)([O-])O.[NH4+], predict the reaction product. The product is: [CH3:1][O:2][C:3]1[CH:8]=[CH:7][CH:6]=[CH:5][C:4]=1[CH2:9][C:10]([NH2:13])=[O:12]. (6) The product is: [C:12]([C:20]1[CH:21]=[CH:22][C:23]([C:24]([NH:2][CH2:3][CH2:4][CH2:5][NH:6][C:7](=[O:11])[C:8]([CH3:10])=[CH2:9])=[O:26])=[CH:27][CH:28]=1)(=[O:19])[C:13]1[CH:14]=[CH:15][CH:16]=[CH:17][CH:18]=1. Given the reactants Cl.[NH2:2][CH2:3][CH2:4][CH2:5][NH:6][C:7](=[O:11])[C:8]([CH3:10])=[CH2:9].[C:12]([C:20]1[CH:28]=[CH:27][C:23]([C:24]([OH:26])=O)=[CH:22][CH:21]=1)(=[O:19])[C:13]1[CH:18]=[CH:17][CH:16]=[CH:15][CH:14]=1.C1(N=C=NC2CCCCC2)CCCCC1.CN(C1C=CC=CN=1)C, predict the reaction product. (7) Given the reactants [O-]P([O-])([O-])=O.[K+].[K+].[K+].O1CCCCC1[N:15]1[C:19](B2OC(C)(C)C(C)(C)O2)=[CH:18][CH:17]=[N:16]1.[Cl:29][C:30]1[C:49](I)=[CH:48][C:33]([C:34]([NH:36][C:37]2[CH:42]=[CH:41][C:40]([O:43][C:44]([F:47])([F:46])[F:45])=[CH:39][CH:38]=2)=[O:35])=[CH:32][N:31]=1.C(O)(C(F)(F)F)=O, predict the reaction product. The product is: [Cl:29][C:30]1[C:49]([C:19]2[NH:15][N:16]=[CH:17][CH:18]=2)=[CH:48][C:33]([C:34]([NH:36][C:37]2[CH:38]=[CH:39][C:40]([O:43][C:44]([F:45])([F:46])[F:47])=[CH:41][CH:42]=2)=[O:35])=[CH:32][N:31]=1. (8) Given the reactants [NH2:1][C@H:2]([C:11]([OH:13])=[O:12])[CH2:3][C:4]1[CH:9]=[CH:8][C:7]([OH:10])=[CH:6][CH:5]=1, predict the reaction product. The product is: [NH2:1][C@H:2]([C:11]([OH:13])=[O:12])[CH2:3][C:4]1[CH:5]=[CH:6][C:7]([OH:10])=[CH:8][CH:9]=1.[C:7]1([OH:10])[CH:8]=[CH:9][CH:4]=[CH:5][CH:6]=1.